Task: Predict the reactants needed to synthesize the given product.. Dataset: Retrosynthesis with 50K atom-mapped reactions and 10 reaction types from USPTO (1) Given the product CC(C)(O)C=Cc1ccc2[nH]cc(CCN3C(=O)c4ccccc4C3=O)c2c1, predict the reactants needed to synthesize it. The reactants are: C=CC(C)(C)O.O=C1c2ccccc2C(=O)N1CCc1c[nH]c2ccc(Br)cc12. (2) Given the product CC(C)C(=O)Nc1nc2c(ncn2[C@@H]2O[C@H](CO)[C@@H](O)[C@H](O)[C@H]2NC(=O)OCC2c3ccccc3-c3ccccc32)c(=O)[nH]1, predict the reactants needed to synthesize it. The reactants are: CC(C)C(=O)OC(=O)C(C)C.Nc1nc2c(ncn2[C@@H]2O[C@H](CO)[C@@H](O)[C@H](O)[C@H]2NC(=O)OCC2c3ccccc3-c3ccccc32)c(=O)[nH]1. (3) Given the product CCCCn1c2c(cc(Oc3nc4ccccc4o3)c1=O)CCCC2, predict the reactants needed to synthesize it. The reactants are: CCCCn1c2c(cc(O)c1=O)CCCC2.Clc1nc2ccccc2o1. (4) Given the product Fc1ccc(-c2cnc3nc(C(F)(F)F)ccn23)cc1-n1cccc1, predict the reactants needed to synthesize it. The reactants are: CC1(C)COB(c2ccc(F)c(-n3cccc3)c2)OC1.FC(F)(F)c1ccn2c(Br)cnc2n1. (5) Given the product C[C@@H](Oc1c(N)ncc2c(C3=CCN(C(=O)Nc4ccccc4F)CC3)coc12)c1c(Cl)ccc(F)c1Cl, predict the reactants needed to synthesize it. The reactants are: C[C@@H](Oc1c(N)ncc2c(C3=CCNCC3)coc12)c1c(Cl)ccc(F)c1Cl.O=C=Nc1ccccc1F. (6) Given the product CN1CC[C@@H](c2ccccc2)[C@H](O)C1, predict the reactants needed to synthesize it. The reactants are: CN1CC=C(c2ccccc2)CC1.OO. (7) Given the product CC(F)(F)CCCCn1cc(NC(=O)c2ncoc2-c2ccccc2)cn1, predict the reactants needed to synthesize it. The reactants are: CC(F)(F)CCCCn1cc(N)cn1.O=C(O)c1ncoc1-c1ccccc1.